Dataset: Reaction yield outcomes from USPTO patents with 853,638 reactions. Task: Predict the reaction yield, written as a fraction of the theoretical maximum amount of product (1.0 means a 100% yield; for example, 0.34 means a 34% yield). The reactants are Cl[C:2]1[C:11]2[C:6](=[CH:7][CH:8]=[CH:9][CH:10]=2)[C:5]([O:12][CH2:13][CH3:14])=[CH:4][N:3]=1.[F-:15].[Cs+]. The catalyst is CS(C)=O.O. The product is [F:15][C:2]1[C:11]2[C:6](=[CH:7][CH:8]=[CH:9][CH:10]=2)[C:5]([O:12][CH2:13][CH3:14])=[CH:4][N:3]=1. The yield is 0.588.